Task: Predict the reaction yield, written as a fraction of the theoretical maximum amount of product (1.0 means a 100% yield; for example, 0.34 means a 34% yield).. Dataset: Reaction yield outcomes from USPTO patents with 853,638 reactions (1) The reactants are [CH2:1]([N:5]([CH2:39][CH2:40][CH2:41][CH3:42])[C:6]1[CH:11]=[CH:10][C:9]([CH:12]=[CH:13][C:14]2[S:18][C:17]([CH:19]=O)=[CH:16][CH:15]=2)=[C:8]([O:21][Si:22]([C:35]([CH3:38])([CH3:37])[CH3:36])([C:29]2[CH:34]=[CH:33][CH:32]=[CH:31][CH:30]=2)[C:23]2[CH:28]=[CH:27][CH:26]=[CH:25][CH:24]=2)[CH:7]=1)[CH2:2][CH2:3][CH3:4].[C:43]([C:45]1[C:46](=[C:53]([C:56]#[N:57])[C:54]#[N:55])[O:47][C:48]([CH3:52])([CH3:51])[C:49]=1[CH3:50])#[N:44].C([O-])(=O)C.[NH4+]. The catalyst is C(O)C.O1CCCC1. The product is [CH2:39]([N:5]([CH2:1][CH2:2][CH2:3][CH3:4])[C:6]1[CH:11]=[CH:10][C:9]([CH:12]=[CH:13][C:14]2[S:18][C:17]([CH:19]=[CH:50][C:49]3[C:48]([CH3:51])([CH3:52])[O:47][C:46](=[C:53]([C:54]#[N:55])[C:56]#[N:57])[C:45]=3[C:43]#[N:44])=[CH:16][CH:15]=2)=[C:8]([O:21][Si:22]([C:35]([CH3:38])([CH3:37])[CH3:36])([C:23]2[CH:28]=[CH:27][CH:26]=[CH:25][CH:24]=2)[C:29]2[CH:34]=[CH:33][CH:32]=[CH:31][CH:30]=2)[CH:7]=1)[CH2:40][CH2:41][CH3:42]. The yield is 0.566. (2) The reactants are Br[C:2]1[S:6][C:5]([C:7]2[N:11]([C:12]3[CH:17]=[CH:16][N:15]=[CH:14][CH:13]=3)[N:10]=[C:9]([C:18]([O:20][CH3:21])=[O:19])[CH:8]=2)=[CH:4][CH:3]=1.[CH3:22][S:23]([C:26]1[CH:27]=[C:28](B(O)O)[CH:29]=[CH:30][CH:31]=1)(=[O:25])=[O:24].C([O-])([O-])=O.[Na+].[Na+].C1(P(=O)(C2C=CC=CC=2)C2C=CC=CC=2)C=CC=CC=1. The catalyst is C1COCC1.[Pd].C1C=CC([P]([Pd]([P](C2C=CC=CC=2)(C2C=CC=CC=2)C2C=CC=CC=2)([P](C2C=CC=CC=2)(C2C=CC=CC=2)C2C=CC=CC=2)[P](C2C=CC=CC=2)(C2C=CC=CC=2)C2C=CC=CC=2)(C2C=CC=CC=2)C2C=CC=CC=2)=CC=1. The product is [CH3:22][S:23]([C:26]1[CH:31]=[C:30]([C:2]2[S:6][C:5]([C:7]3[N:11]([C:12]4[CH:17]=[CH:16][N:15]=[CH:14][CH:13]=4)[N:10]=[C:9]([C:18]([O:20][CH3:21])=[O:19])[CH:8]=3)=[CH:4][CH:3]=2)[CH:29]=[CH:28][CH:27]=1)(=[O:25])=[O:24]. The yield is 0.240. (3) The reactants are I.[NH2:2][CH2:3][CH2:4][NH:5][C:6]1[C:7]([C:11]2[N:15]([CH2:16][C:17]3[O:18][CH:19]=[C:20]([Br:22])[CH:21]=3)C(=O)[O:13][N:12]=2)=[N:8][O:9][N:10]=1.[S:24](N)([NH2:27])(=[O:26])=[O:25].[OH-].[Na+].O.C(O)(=O)C. The catalyst is N1C=CC=CC=1. The product is [NH2:27][S:24]([NH:2][CH2:3][CH2:4][NH:5][C:6]1[C:7]([C:11](=[N:12][OH:13])[NH:15][CH2:16][C:17]2[O:18][CH:19]=[C:20]([Br:22])[CH:21]=2)=[N:8][O:9][N:10]=1)(=[O:26])=[O:25]. The yield is 0.410. (4) The reactants are [CH2:1]([S:8][C:9]1[CH:18]=[C:17]2[C:12]([C:13](=[O:19])[CH:14]=[N:15][NH:16]2)=[CH:11][CH:10]=1)[C:2]1[CH:7]=[CH:6][CH:5]=[CH:4][CH:3]=1.C1C(=O)N([Br:27])C(=O)C1.CS(C)=O. The product is [CH2:1]([S:8][C:9]1[CH:18]=[C:17]2[C:12]([C:13](=[O:19])[C:14]([Br:27])=[N:15][NH:16]2)=[CH:11][CH:10]=1)[C:2]1[CH:7]=[CH:6][CH:5]=[CH:4][CH:3]=1. The yield is 0.734. The catalyst is O. (5) The reactants are [NH2:1][CH2:2][CH2:3][C:4]1[N:5]([CH:27]([C:34]2[CH:39]=[CH:38][CH:37]=[CH:36][CH:35]=2)[C:28]2[CH:33]=[CH:32][CH:31]=[CH:30][CH:29]=2)[C:6]2[C:11]([C:12]=1[CH2:13][CH2:14][CH2:15][C:16]1[CH:25]=[CH:24][C:19]([C:20]([O:22][CH3:23])=[O:21])=[CH:18][CH:17]=1)=[CH:10][C:9]([Cl:26])=[CH:8][CH:7]=2.[CH2:40]([O:47][C:48]1[CH:53]=[CH:52][CH:51]=[CH:50][C:49]=1[CH2:54][S:55](Cl)(=[O:57])=[O:56])[C:41]1[CH:46]=[CH:45][CH:44]=[CH:43][CH:42]=1. No catalyst specified. The product is [CH2:40]([O:47][C:48]1[CH:53]=[CH:52][CH:51]=[CH:50][C:49]=1[CH2:54][S:55]([NH:1][CH2:2][CH2:3][C:4]1[N:5]([CH:27]([C:28]2[CH:33]=[CH:32][CH:31]=[CH:30][CH:29]=2)[C:34]2[CH:35]=[CH:36][CH:37]=[CH:38][CH:39]=2)[C:6]2[C:11]([C:12]=1[CH2:13][CH2:14][CH2:15][C:16]1[CH:25]=[CH:24][C:19]([C:20]([O:22][CH3:23])=[O:21])=[CH:18][CH:17]=1)=[CH:10][C:9]([Cl:26])=[CH:8][CH:7]=2)(=[O:56])=[O:57])[C:41]1[CH:42]=[CH:43][CH:44]=[CH:45][CH:46]=1. The yield is 0.590.